From a dataset of Forward reaction prediction with 1.9M reactions from USPTO patents (1976-2016). Predict the product of the given reaction. (1) Given the reactants [F:1][C:2]1[CH:3]=[CH:4][C:5]([C:8]2[C:12](/[CH:13]=[CH:14]/[C:15]3[S:16][C:17]([C:21]([OH:23])=O)=[C:18]([CH3:20])[N:19]=3)=[C:11]([CH3:24])[O:10][N:9]=2)=[N:6][CH:7]=1.[NH2:25][CH:26]1[CH2:31][CH2:30][O:29][CH2:28][CH2:27]1, predict the reaction product. The product is: [O:29]1[CH2:30][CH2:31][CH:26]([NH:25][C:21]([C:17]2[S:16][C:15](/[CH:14]=[CH:13]/[C:12]3[C:8]([C:5]4[CH:4]=[CH:3][C:2]([F:1])=[CH:7][N:6]=4)=[N:9][O:10][C:11]=3[CH3:24])=[N:19][C:18]=2[CH3:20])=[O:23])[CH2:27][CH2:28]1. (2) The product is: [CH:1]1([N:4]([CH2:18][C:19]2[O:20][CH:21]=[C:22]([C:24]([N:59]([CH3:58])[CH2:60][CH2:61][O:62][C:63]3[CH:64]=[CH:65][N:66]=[CH:67][CH:68]=3)=[O:26])[N:23]=2)[S:5]([C:8]2[C:9]([CH3:17])=[CH:10][C:11]([O:15][CH3:16])=[CH:12][C:13]=2[CH3:14])(=[O:7])=[O:6])[CH2:2][CH2:3]1. Given the reactants [CH:1]1([N:4]([CH2:18][C:19]2[O:20][CH:21]=[C:22]([C:24]([OH:26])=O)[N:23]=2)[S:5]([C:8]2[C:13]([CH3:14])=[CH:12][C:11]([O:15][CH3:16])=[CH:10][C:9]=2[CH3:17])(=[O:7])=[O:6])[CH2:3][CH2:2]1.CCN=C=NCCCN(C)C.C1C=C2N=NN(O)C2=CC=1.O.CCN(C(C)C)C(C)C.[CH3:58][NH:59][CH2:60][CH2:61][O:62][C:63]1[CH:68]=[CH:67][N:66]=[CH:65][CH:64]=1, predict the reaction product. (3) Given the reactants [CH3:1][N:2]1[CH:6]=[C:5]([NH:7][C:8]2[N:13]=[C:12]3[N:14]([CH2:17][C:18]4[CH:23]=[CH:22][CH:21]=[C:20]([N+:24]([O-])=O)[CH:19]=4)[N:15]=[CH:16][C:11]3=[CH:10][N:9]=2)[CH:4]=[N:3]1.Cl.[H][H], predict the reaction product. The product is: [NH2:24][C:20]1[CH:19]=[C:18]([CH:23]=[CH:22][CH:21]=1)[CH2:17][N:14]1[C:12]2=[N:13][C:8]([NH:7][C:5]3[CH:4]=[N:3][N:2]([CH3:1])[CH:6]=3)=[N:9][CH:10]=[C:11]2[CH:16]=[N:15]1. (4) Given the reactants Br[C:2]1[C:10]2[O:9][CH:8]([CH2:11][O:12][S:13]([C:16]3[CH:21]=[CH:20][C:19]([CH3:22])=[CH:18][CH:17]=3)(=[O:15])=[O:14])[O:7][C:6]=2[CH:5]=[C:4]([F:23])[CH:3]=1.[Cl:24][C:25]1[CH:30]=[C:29]([Cl:31])[CH:28]=[CH:27][C:26]=1B(O)O.C(=O)([O-])[O-].[K+].[K+], predict the reaction product. The product is: [Cl:24][C:25]1[CH:30]=[C:29]([Cl:31])[CH:28]=[CH:27][C:26]=1[C:2]1[C:10]2[O:9][CH:8]([CH2:11][O:12][S:13]([C:16]3[CH:17]=[CH:18][C:19]([CH3:22])=[CH:20][CH:21]=3)(=[O:14])=[O:15])[O:7][C:6]=2[CH:5]=[C:4]([F:23])[CH:3]=1. (5) Given the reactants [NH2:1][CH2:2][CH2:3][CH2:4][C@@H:5]([NH:27]C(=O)OCC1C=CC=CC=1)[CH2:6][NH:7][C:8](=[O:26])[CH:9]([CH2:18][CH2:19][C:20]1[CH:25]=[CH:24][CH:23]=[CH:22][CH:21]=1)[CH2:10][CH2:11][C:12]1[CH:17]=[CH:16][CH:15]=[CH:14][CH:13]=1, predict the reaction product. The product is: [NH2:27][C@H:5]([CH2:4][CH2:3][CH2:2][NH2:1])[CH2:6][NH:7][C:8](=[O:26])[CH:9]([CH2:18][CH2:19][C:20]1[CH:21]=[CH:22][CH:23]=[CH:24][CH:25]=1)[CH2:10][CH2:11][C:12]1[CH:13]=[CH:14][CH:15]=[CH:16][CH:17]=1. (6) Given the reactants [NH:1]1[CH2:11][CH2:10][CH2:9][CH:3](C(OCC)=O)[CH2:2]1.[Cl:12][C:13]1[C:20]([Cl:21])=[CH:19][CH:18]=[CH:17][C:14]=1[CH:15]=O.[NH2:22][C:23]1[CH:27]=[CH:26][NH:25][N:24]=1, predict the reaction product. The product is: [ClH:12].[C:2]([C:3]1[CH:15]([C:14]2[CH:17]=[CH:18][CH:19]=[C:20]([Cl:21])[C:13]=2[Cl:12])[C:27]2[C:23](=[N:24][NH:25][CH:26]=2)[NH:22][C:9]=1[CH:9]1[CH2:3][CH2:2][NH:1][CH2:11][CH2:10]1)#[N:1].